From a dataset of Catalyst prediction with 721,799 reactions and 888 catalyst types from USPTO. Predict which catalyst facilitates the given reaction. (1) Reactant: [C:1]([C:5]1[CH:6]=[C:7]([NH:18][C:19]([NH:21][C@@H:22]2[C:31]3[C:26](=[CH:27][CH:28]=[CH:29][CH:30]=3)[C@H:25]([O:32][C:33]3[CH:34]=[CH:35][C:36]4[N:37]([C:39]([C@@H:42]5[CH2:46][CH2:45][CH2:44][N:43]5[CH3:47])=[N:40][N:41]=4)[CH:38]=3)[CH2:24][CH2:23]2)=[O:20])[N:8]([C:10]2[CH:15]=[CH:14][CH:13]=[C:12]([CH2:16][OH:17])[CH:11]=2)[N:9]=1)([CH3:4])([CH3:3])[CH3:2].CCN(C(C)C)C(C)C.[CH3:57][S:58](Cl)(=[O:60])=[O:59]. Product: [C:1]([C:5]1[CH:6]=[C:7]([NH:18][C:19]([NH:21][C@@H:22]2[C:31]3[C:26](=[CH:27][CH:28]=[CH:29][CH:30]=3)[C@H:25]([O:32][C:33]3[CH:34]=[CH:35][C:36]4[N:37]([C:39]([C@@H:42]5[CH2:46][CH2:45][CH2:44][N:43]5[CH3:47])=[N:40][N:41]=4)[CH:38]=3)[CH2:24][CH2:23]2)=[O:20])[N:8]([C:10]2[CH:11]=[C:12]([CH:13]=[CH:14][CH:15]=2)[CH2:16][O:17][S:58]([CH3:57])(=[O:60])=[O:59])[N:9]=1)([CH3:4])([CH3:2])[CH3:3]. The catalyst class is: 2. (2) Reactant: Cl.[C:2]([N:5]1[C:13]2[C:8](=[CH:9][CH:10]=[CH:11][CH:12]=2)[C:7]([NH:14][C:15]([C@@H:17]2[CH2:21][C@@H:20]([F:22])[CH2:19][NH:18]2)=[O:16])=[CH:6]1)(=[O:4])[CH3:3].CCN(CC)CC.[Cl:30][C:31]1[CH:36]=[CH:35][CH:34]=[C:33]([CH2:37][N:38]=[C:39]=[O:40])[C:32]=1[F:41].ClC1C(F)=C(CC(O)=O)C=CC=1. Product: [C:2]([N:5]1[C:13]2[C:8](=[CH:9][CH:10]=[CH:11][CH:12]=2)[C:7]([NH:14][C:15]([C@@H:17]2[CH2:21][C@@H:20]([F:22])[CH2:19][N:18]2[C:39]([NH:38][CH2:37][C:33]2[CH:34]=[CH:35][CH:36]=[C:31]([Cl:30])[C:32]=2[F:41])=[O:40])=[O:16])=[CH:6]1)(=[O:4])[CH3:3]. The catalyst class is: 20. (3) Reactant: Cl[C:2]1[CH:7]=[C:6]([C:8]2[CH:13]=[CH:12][CH:11]=[CH:10][CH:9]=2)[N:5]=[C:4]([NH:14][C:15](=[O:29])[CH2:16][CH2:17][C:18]([C:20]2[CH:21]=[CH:22][C:23]3[O:27][CH2:26][CH2:25][C:24]=3[CH:28]=2)=[O:19])[CH:3]=1.C1(C2C=CC=CC=2)C=CC=CC=1P(C1CCCCC1)C1CCCCC1.C(=O)([O-])[O-].[K+].[K+].[C:61]([CH2:64][CH2:65][C:66]1[CH:67]=[C:68](B(O)O)[CH:69]=[CH:70][CH:71]=1)([OH:63])=[O:62]. Product: [O:27]1[C:23]2[CH:22]=[CH:21][C:20]([C:18](=[O:19])[CH2:17][CH2:16][C:15]([NH:14][C:4]3[CH:3]=[C:2]([C:68]4[CH:67]=[C:66]([CH2:65][CH2:64][C:61]([OH:63])=[O:62])[CH:71]=[CH:70][CH:69]=4)[CH:7]=[C:6]([C:8]4[CH:13]=[CH:12][CH:11]=[CH:10][CH:9]=4)[N:5]=3)=[O:29])=[CH:28][C:24]=2[CH2:25][CH2:26]1. The catalyst class is: 110. (4) Product: [ClH:28].[CH3:1][C:2]1[N:3]=[C:4]2[CH:12]=[CH:11][CH:10]=[C:9]3[N:5]2[C:6]=1[C:7](=[O:27])[N:8]3[CH2:13][CH2:14][CH2:15][CH2:16][CH2:17][CH2:18][NH:19][S:20]([C:23]([F:25])([F:24])[F:26])(=[O:22])=[O:21]. Reactant: [CH3:1][C:2]1[N:3]=[C:4]2[CH:12]=[CH:11][CH:10]=[C:9]3[N:5]2[C:6]=1[C:7](=[O:27])[N:8]3[CH2:13][CH2:14][CH2:15][CH2:16][CH2:17][CH2:18][NH:19][S:20]([C:23]([F:26])([F:25])[F:24])(=[O:22])=[O:21].[ClH:28]. The catalyst class is: 5. (5) Reactant: [CH3:1][N:2]1[C:6]([Sn](CCCC)(CCCC)CCCC)=[C:5]([CH3:20])[N:4]=[N:3]1.Br[C:22]1[CH:34]=[N:33][C:32]2[C:31]3[C:26](=[C:27]([C:36]([O:38][CH3:39])=[O:37])[CH:28]=[CH:29][C:30]=3[F:35])[NH:25][C:24]=2[CH:23]=1. Product: [CH3:1][N:2]1[C:6]([C:22]2[CH:34]=[N:33][C:32]3[C:31]4[C:26](=[C:27]([C:36]([O:38][CH3:39])=[O:37])[CH:28]=[CH:29][C:30]=4[F:35])[NH:25][C:24]=3[CH:23]=2)=[C:5]([CH3:20])[N:4]=[N:3]1. The catalyst class is: 555. (6) Reactant: [CH3:1][C:2]1[CH:7]=[CH:6][CH:5]=[C:4]([CH3:8])[C:3]=1[CH2:9][NH:10][C:11]1[C:12]2[N:13]([C:26]([CH3:30])=[C:27]([CH3:29])[N:28]=2)[CH:14]=[C:15]([C:17]2[CH:22]=[CH:21][C:20]([N+:23]([O-])=O)=[CH:19][N:18]=2)[CH:16]=1.O.[Sn](Cl)Cl.C(=O)([O-])O.[Na+]. Product: [NH2:23][C:20]1[CH:21]=[CH:22][C:17]([C:15]2[CH:16]=[C:11]([NH:10][CH2:9][C:3]3[C:2]([CH3:1])=[CH:7][CH:6]=[CH:5][C:4]=3[CH3:8])[C:12]3[N:13]([C:26]([CH3:30])=[C:27]([CH3:29])[N:28]=3)[CH:14]=2)=[N:18][CH:19]=1. The catalyst class is: 162. (7) Reactant: [Cl:1][C:2]1[CH:9]=[C:8]([OH:10])[CH:7]=[C:6]([Cl:11])[C:3]=1[CH:4]=[O:5].[CH3:12][O:13][C:14](=[O:17])[CH2:15]Br.C([O-])([O-])=O.[K+].[K+].O. Product: [CH3:12][O:13][C:14](=[O:17])[CH2:15][O:10][C:8]1[CH:9]=[C:2]([Cl:1])[C:3]([CH:4]=[O:5])=[C:6]([Cl:11])[CH:7]=1. The catalyst class is: 31.